This data is from Forward reaction prediction with 1.9M reactions from USPTO patents (1976-2016). The task is: Predict the product of the given reaction. (1) Given the reactants [Br:1][C:2]1[CH:7]=[CH:6][C:5](F)=[C:4]([N+:9]([O-:11])=[O:10])[CH:3]=1.C(N(CC)CC)C.[CH2:19]([O:21][C:22]1[CH:28]=[CH:27][C:25]([NH2:26])=[CH:24][CH:23]=1)[CH3:20], predict the reaction product. The product is: [Br:1][C:2]1[CH:7]=[CH:6][C:5]([NH:26][C:25]2[CH:27]=[CH:28][C:22]([O:21][CH2:19][CH3:20])=[CH:23][CH:24]=2)=[C:4]([N+:9]([O-:11])=[O:10])[CH:3]=1. (2) Given the reactants [Br:1][C:2]1[CH:3]=[C:4]([NH:8][S:9]([C:12]2[CH:17]=[CH:16][C:15]([F:18])=[CH:14][C:13]=2[F:19])(=[O:11])=[O:10])[CH:5]=[N:6][CH:7]=1.[CH3:20]I, predict the reaction product. The product is: [Br:1][C:2]1[CH:3]=[C:4]([N:8]([CH3:20])[S:9]([C:12]2[CH:17]=[CH:16][C:15]([F:18])=[CH:14][C:13]=2[F:19])(=[O:11])=[O:10])[CH:5]=[N:6][CH:7]=1. (3) Given the reactants [NH:1]([C:40]([O:42][CH2:43][CH:44]1[C:56]2[C:51](=[CH:52][CH:53]=[CH:54][CH:55]=2)[C:50]2[C:45]1=[CH:46][CH:47]=[CH:48][CH:49]=2)=[O:41])[C@H:2]([C:7]([NH:9][C@H:10]([C:15]([NH:17][C@H:18]([C:23]([NH:25][C@H:26]([C:28]([NH:30][C@H:31]([C:33]([NH:35][CH2:36][C:37]([OH:39])=[O:38])=[O:34])[CH3:32])=[O:29])[CH3:27])=[O:24])[CH2:19][CH:20]([CH3:22])[CH3:21])=[O:16])[CH2:11][CH:12]([CH3:14])[CH3:13])=[O:8])[CH2:3][CH:4]([CH3:6])[CH3:5].[CH3:57][C:58]([C:60]([O:62][CH2:63][CH2:64][OH:65])=[O:61])=[CH2:59].C1(N=C=NC2CCCCC2)CCCCC1.N1CCCCC1, predict the reaction product. The product is: [NH:1]([C:40]([O:42][CH2:43][CH:44]1[C:45]2[C:50](=[CH:49][CH:48]=[CH:47][CH:46]=2)[C:51]2[C:56]1=[CH:55][CH:54]=[CH:53][CH:52]=2)=[O:41])[C@H:2]([C:7]([NH:9][C@H:10]([C:15]([NH:17][C@H:18]([C:23]([NH:25][C@H:26]([C:28]([NH:30][C@H:31]([C:33]([NH:35][CH2:36][C:37]([OH:39])=[O:38])=[O:34])[CH3:32])=[O:29])[CH3:27])=[O:24])[CH2:19][CH:20]([CH3:22])[CH3:21])=[O:16])[CH2:11][CH:12]([CH3:14])[CH3:13])=[O:8])[CH2:3][CH:4]([CH3:5])[CH3:6].[NH2:1][C@H:2]([C:7]([NH:9][C@H:10]([C:15]([NH:17][C@H:18]([C:23]([NH:25][C@H:26]([C:28]([NH:30][C@H:31]([C:33]([NH:35][CH2:36][C:37]([OH:39])=[O:38])=[O:34])[CH3:32])=[O:29])[CH3:27])=[O:24])[CH2:19][CH:20]([CH3:21])[CH3:22])=[O:16])[CH2:11][CH:12]([CH3:13])[CH3:14])=[O:8])[CH2:3][CH:4]([CH3:6])[CH3:5].[CH3:59][C:58]([C:60]([O:62][CH2:63][CH2:64][OH:65])=[O:61])=[CH2:57]. (4) The product is: [Cl:23][C:24]1[CH:25]=[C:26]([S:31]([NH:34][C:35]2[CH:36]=[N:37][C:38]([S:43]([CH3:46])(=[O:44])=[O:45])=[CH:39][C:40]=2[OH:41])(=[O:32])=[O:33])[CH:27]=[C:28]([Cl:30])[CH:29]=1. Given the reactants ClC1N=NC(NS(CC2C=C(C#N)C=CC=2Cl)(=O)=O)=C(O)C=1.[Cl:23][C:24]1[CH:25]=[C:26]([S:31]([NH:34][C:35]2[CH:36]=[N:37][C:38]([S:43]([CH3:46])(=[O:45])=[O:44])=[CH:39][C:40]=2[O:41]C)(=[O:33])=[O:32])[CH:27]=[C:28]([Cl:30])[CH:29]=1.ClC1N=NC(NS(CC2C=C(C#N)C=CC=2Cl)(=O)=O)=C(OC)C=1, predict the reaction product.